This data is from Reaction yield outcomes from USPTO patents with 853,638 reactions. The task is: Predict the reaction yield, written as a fraction of the theoretical maximum amount of product (1.0 means a 100% yield; for example, 0.34 means a 34% yield). (1) The reactants are [OH:1][C:2]1([CH3:15])[CH2:7][CH2:6][N:5]([C:8]([O:10][C:11]([CH3:14])([CH3:13])[CH3:12])=[O:9])[CH2:4][CH2:3]1.[H-].[Na+].[CH2:18](Br)[CH:19]=[CH2:20]. The catalyst is CN(C=O)C. The product is [CH2:20]([O:1][C:2]1([CH3:15])[CH2:3][CH2:4][N:5]([C:8]([O:10][C:11]([CH3:14])([CH3:13])[CH3:12])=[O:9])[CH2:6][CH2:7]1)[CH:19]=[CH2:18]. The yield is 0.610. (2) The reactants are [N+:1]([C:4]1[CH:12]=[CH:11][C:7]([C:8]([OH:10])=O)=[CH:6][CH:5]=1)([O-:3])=[O:2].[CH3:13][N:14]([CH3:19])[CH2:15][CH2:16][NH:17][CH3:18].C1C=CC2N(O)N=NC=2C=1.CCN(C(C)C)C(C)C. The catalyst is CN(C=O)C.O.C(Cl)CCl. The product is [CH3:13][N:14]([CH3:19])[CH2:15][CH2:16][N:17]([CH3:18])[C:8](=[O:10])[C:7]1[CH:6]=[CH:5][C:4]([N+:1]([O-:3])=[O:2])=[CH:12][CH:11]=1. The yield is 1.00. (3) The yield is 0.590. The product is [C:12]([O:16][C:17](=[O:26])[NH:18][C:19]1[CH:24]=[C:23]([C:6]2[CH:7]=[CH:8][C:3]([C:1]#[N:2])=[CH:4][CH:5]=2)[CH:22]=[CH:21][CH:20]=1)([CH3:15])([CH3:13])[CH3:14]. The reactants are [C:1]([C:3]1[CH:8]=[CH:7][C:6](B(O)O)=[CH:5][CH:4]=1)#[N:2].[C:12]([O:16][C:17](=[O:26])[NH:18][C:19]1[CH:24]=[CH:23][CH:22]=[C:21](Br)[CH:20]=1)([CH3:15])([CH3:14])[CH3:13].C([O-])([O-])=O.[K+].[K+]. The catalyst is CN(C=O)C.O.C1C=CC([P]([Pd]([P](C2C=CC=CC=2)(C2C=CC=CC=2)C2C=CC=CC=2)([P](C2C=CC=CC=2)(C2C=CC=CC=2)C2C=CC=CC=2)[P](C2C=CC=CC=2)(C2C=CC=CC=2)C2C=CC=CC=2)(C2C=CC=CC=2)C2C=CC=CC=2)=CC=1. (4) The reactants are [CH2:1]([C:5]1[CH:6]=[C:7]2[C:12](=[C:13]([O:15][CH:16]3[CH2:21][CH2:20][NH:19][CH2:18][CH2:17]3)[CH:14]=1)[N:11]=[CH:10][CH:9]=[CH:8]2)[CH2:2][CH2:3][CH3:4].[I-].[Na+].C(=O)(O)[O-].[Na+].[CH3:29][S:30]([CH2:33][CH2:34][CH2:35]Br)(=[O:32])=[O:31].CS(CCC[Cl:44])(=O)=O. The catalyst is CN(C=O)C.CO. The product is [ClH:44].[ClH:44].[CH2:1]([C:5]1[CH:6]=[C:7]2[C:12](=[C:13]([O:15][CH:16]3[CH2:17][CH2:18][N:19]([CH2:35][CH2:34][CH2:33][S:30]([CH3:29])(=[O:32])=[O:31])[CH2:20][CH2:21]3)[CH:14]=1)[N:11]=[CH:10][CH:9]=[CH:8]2)[CH2:2][CH2:3][CH3:4]. The yield is 0.180.